Dataset: Peptide-MHC class I binding affinity with 185,985 pairs from IEDB/IMGT. Task: Regression. Given a peptide amino acid sequence and an MHC pseudo amino acid sequence, predict their binding affinity value. This is MHC class I binding data. (1) The peptide sequence is KREDLWCGSL. The MHC is HLA-B08:01 with pseudo-sequence HLA-B08:01. The binding affinity (normalized) is 0.218. (2) The peptide sequence is SYKIGHHVEL. The MHC is HLA-A29:02 with pseudo-sequence HLA-A29:02. The binding affinity (normalized) is 0. (3) The peptide sequence is ELAYYNSCM. The MHC is HLA-A32:01 with pseudo-sequence HLA-A32:01. The binding affinity (normalized) is 0.0819. (4) The peptide sequence is YSLLNRKAI. The MHC is HLA-A11:01 with pseudo-sequence HLA-A11:01. The binding affinity (normalized) is 0.0847. (5) The peptide sequence is RSRPSGDLR. The MHC is HLA-A03:01 with pseudo-sequence HLA-A03:01. The binding affinity (normalized) is 0.468. (6) The peptide sequence is IPVYQVNNL. The MHC is HLA-B07:02 with pseudo-sequence HLA-B07:02. The binding affinity (normalized) is 0.149. (7) The peptide sequence is RVYINVVVK. The MHC is HLA-A02:01 with pseudo-sequence HLA-A02:01. The binding affinity (normalized) is 0.367.